This data is from Forward reaction prediction with 1.9M reactions from USPTO patents (1976-2016). The task is: Predict the product of the given reaction. Given the reactants [ClH:1].C(OC([N:9]1[CH2:14][CH2:13][CH2:12][CH:11]([CH2:15][NH:16][C:17]([C:19]2[CH:20]=[N:21][C:22]([C:25]3[CH:30]=[CH:29][CH:28]=[C:27]([F:31])[CH:26]=3)=[N:23][CH:24]=2)=[O:18])[CH2:10]1)=O)(C)(C)C, predict the reaction product. The product is: [ClH:1].[NH:9]1[CH2:14][CH2:13][CH2:12][CH:11]([CH2:15][NH:16][C:17]([C:19]2[CH:24]=[N:23][C:22]([C:25]3[CH:30]=[CH:29][CH:28]=[C:27]([F:31])[CH:26]=3)=[N:21][CH:20]=2)=[O:18])[CH2:10]1.